From a dataset of Reaction yield outcomes from USPTO patents with 853,638 reactions. Predict the reaction yield, written as a fraction of the theoretical maximum amount of product (1.0 means a 100% yield; for example, 0.34 means a 34% yield). (1) The reactants are [NH2:1][C:2]1[N:10]=[C:9]2[C:5]([N:6]=[C:7]([C:11]3[CH:16]=[CH:15][C:14]([F:17])=[CH:13][CH:12]=3)[NH:8]2)=[C:4]([N:18]2[CH2:23][CH2:22][N:21]([C:24](=[O:34])[CH2:25][O:26][C:27]3[CH:32]=[CH:31][C:30]([Cl:33])=[CH:29][CH:28]=3)[CH2:20][CH2:19]2)[N:3]=1.[C:35](=O)([O-])[O-].[K+].[K+].CI. The catalyst is CN(C=O)C. The product is [NH2:1][C:2]1[N:10]=[C:9]2[C:5]([N:6]=[C:7]([C:11]3[CH:16]=[CH:15][C:14]([F:17])=[CH:13][CH:12]=3)[N:8]2[CH3:35])=[C:4]([N:18]2[CH2:23][CH2:22][N:21]([C:24](=[O:34])[CH2:25][O:26][C:27]3[CH:32]=[CH:31][C:30]([Cl:33])=[CH:29][CH:28]=3)[CH2:20][CH2:19]2)[N:3]=1. The yield is 0.800. (2) The reactants are [Cl:1][C:2]1[CH:3]=[C:4]2[C:8](=[CH:9][CH:10]=1)[N:7]([S:11]([C:14]1[CH:22]=[CH:21][C:17]([C:18](O)=[O:19])=[CH:16][CH:15]=1)(=[O:13])=[O:12])[CH2:6][CH2:5]2.C(Cl)(=O)C(Cl)=O.CN(C=O)C.[NH2:34][C:35]1[CH:44]=[CH:43][C:42]([C:45]#[N:46])=[CH:41][C:36]=1[C:37]([O:39][CH3:40])=[O:38]. The catalyst is C(Cl)Cl.N1C=CC=CC=1.C(O)C. The product is [Cl:1][C:2]1[CH:3]=[C:4]2[C:8](=[CH:9][CH:10]=1)[N:7]([S:11]([C:14]1[CH:22]=[CH:21][C:17]([C:18]([NH:34][C:35]3[CH:44]=[CH:43][C:42]([C:45]#[N:46])=[CH:41][C:36]=3[C:37]([O:39][CH3:40])=[O:38])=[O:19])=[CH:16][CH:15]=1)(=[O:13])=[O:12])[CH2:6][CH2:5]2. The yield is 0.610.